This data is from Peptide-MHC class II binding affinity with 134,281 pairs from IEDB. The task is: Regression. Given a peptide amino acid sequence and an MHC pseudo amino acid sequence, predict their binding affinity value. This is MHC class II binding data. (1) The peptide sequence is EKKYFDATQFEPLAA. The MHC is HLA-DQA10301-DQB10302 with pseudo-sequence HLA-DQA10301-DQB10302. The binding affinity (normalized) is 0.252. (2) The peptide sequence is SKKDKFVAANAGGTV. The MHC is HLA-DPA10103-DPB10301 with pseudo-sequence HLA-DPA10103-DPB10301. The binding affinity (normalized) is 0.306. (3) The peptide sequence is WLWYIKIFIMIVGGLIG. The MHC is HLA-DQA10102-DQB10502 with pseudo-sequence HLA-DQA10102-DQB10502. The binding affinity (normalized) is 0.380. (4) The peptide sequence is EICEVVLAKSPDTTC. The MHC is DRB1_1001 with pseudo-sequence DRB1_1001. The binding affinity (normalized) is 0.447. (5) The peptide sequence is SLRETACLGKAYAQMWT. The MHC is DRB1_0901 with pseudo-sequence DRB1_0901. The binding affinity (normalized) is 0.448. (6) The binding affinity (normalized) is 0.171. The peptide sequence is ACSLFLNYAVSFNYF. The MHC is HLA-DQA10501-DQB10301 with pseudo-sequence HLA-DQA10501-DQB10301. (7) The peptide sequence is LSSKLNKFVSPKSVI. The MHC is DRB1_0101 with pseudo-sequence DRB1_0101. The binding affinity (normalized) is 0.700. (8) The peptide sequence is ISSQYYIQQNGNLCY. The MHC is HLA-DQA10501-DQB10201 with pseudo-sequence HLA-DQA10501-DQB10201. The binding affinity (normalized) is 0.530.